This data is from Reaction yield outcomes from USPTO patents with 853,638 reactions. The task is: Predict the reaction yield, written as a fraction of the theoretical maximum amount of product (1.0 means a 100% yield; for example, 0.34 means a 34% yield). (1) The reactants are C([Sn](CCCC)(CCCC)[C:6]1[O:10][N:9]=[C:8]([C:11]([O:13][CH2:14][CH3:15])=[O:12])[CH:7]=1)CCC.[C:24]([O:32][CH2:33][C@:34]12[CH2:67][CH2:66][C@@H:65]([C:68]([CH3:70])=[CH2:69])[C@@H:35]1[C@@H:36]1[C@@:49]([CH3:52])([CH2:50][CH2:51]2)[C@@:48]2([CH3:53])[C@@H:39]([C@:40]3([CH3:64])[C@@H:45]([CH2:46][CH2:47]2)[C:44]([CH3:55])([CH3:54])[C:43](OS(C(F)(F)F)(=O)=O)=[CH:42][CH2:41]3)[CH2:38][CH2:37]1)(=[O:31])[C:25]1[CH:30]=[CH:29][CH:28]=[CH:27][CH:26]=1.[Cl-].[Li+]. The catalyst is O1CCOCC1.C1C=CC([P]([Pd]([P](C2C=CC=CC=2)(C2C=CC=CC=2)C2C=CC=CC=2)([P](C2C=CC=CC=2)(C2C=CC=CC=2)C2C=CC=CC=2)[P](C2C=CC=CC=2)(C2C=CC=CC=2)C2C=CC=CC=2)(C2C=CC=CC=2)C2C=CC=CC=2)=CC=1. The product is [C:24]([O:32][CH2:33][C@:34]12[CH2:67][CH2:66][C@@H:65]([C:68]([CH3:70])=[CH2:69])[C@@H:35]1[C@@H:36]1[C@@:49]([CH3:52])([CH2:50][CH2:51]2)[C@@:48]2([CH3:53])[C@@H:39]([C@:40]3([CH3:64])[C@@H:45]([CH2:46][CH2:47]2)[C:44]([CH3:54])([CH3:55])[C:43]([C:6]2[O:10][N:9]=[C:8]([C:11]([O:13][CH2:14][CH3:15])=[O:12])[CH:7]=2)=[CH:42][CH2:41]3)[CH2:38][CH2:37]1)(=[O:31])[C:25]1[CH:30]=[CH:29][CH:28]=[CH:27][CH:26]=1. The yield is 0.203. (2) The reactants are [C:1]([NH:20][C:21]1[CH:22]=[C:23]([CH2:27][CH2:28][OH:29])[CH:24]=[CH:25][CH:26]=1)([C:14]1[CH:19]=[CH:18][CH:17]=[CH:16][CH:15]=1)([C:8]1[CH:13]=[CH:12][CH:11]=[CH:10][CH:9]=1)[C:2]1[CH:7]=[CH:6][CH:5]=[CH:4][CH:3]=1.C1N2CCN(CC2)C1.[N+:38]([C:41]1[CH:46]=[CH:45][C:44]([S:47](Cl)(=[O:49])=[O:48])=[CH:43][CH:42]=1)([O-:40])=[O:39].C(=O)(O)[O-].[Na+]. The catalyst is C(Cl)Cl. The product is [C:1]([NH:20][C:21]1[CH:22]=[C:23]([CH2:27][CH2:28][O:29][S:47]([C:44]2[CH:43]=[CH:42][C:41]([N+:38]([O-:40])=[O:39])=[CH:46][CH:45]=2)(=[O:48])=[O:49])[CH:24]=[CH:25][CH:26]=1)([C:8]1[CH:13]=[CH:12][CH:11]=[CH:10][CH:9]=1)([C:2]1[CH:3]=[CH:4][CH:5]=[CH:6][CH:7]=1)[C:14]1[CH:19]=[CH:18][CH:17]=[CH:16][CH:15]=1. The yield is 1.00. (3) The reactants are [CH2:1](O)[CH3:2].[S:4]1[CH:8]=[CH:7][C:6]([C:9]2[CH:10]=[C:11]3[C:15](=[CH:16][CH:17]=2)[NH:14][N:13]=[C:12]3[NH:18][C:19]([NH2:21])=[S:20])=[CH:5]1.BrCC(OCC)OCC.C(=O)([O-])O.[Na+]. The catalyst is C(OCC)(=O)C.O1CCCC1. The yield is 0.270. The product is [S:20]1[CH:2]=[CH:1][N:21]=[C:19]1[NH:18][C:12]1[C:11]2[C:15](=[CH:16][CH:17]=[C:9]([C:6]3[CH:7]=[CH:8][S:4][CH:5]=3)[CH:10]=2)[NH:14][N:13]=1. (4) The reactants are [Cl:1][C:2]1[CH:3]=[C:4]([C@@H:12]([CH2:16][CH:17]2[CH2:21][CH2:20][CH2:19][CH2:18]2)[C:13]([OH:15])=O)[CH:5]=[CH:6][C:7]=1[S:8]([CH3:11])(=[O:10])=[O:9].C(Cl)(=O)C(Cl)=O.[CH3:28][O:29][C:30]([C:34]1[N:35]=[CH:36][C:37]([NH2:40])=[N:38][CH:39]=1)([O:32][CH3:33])[CH3:31].N1C=CC=CC=1. The catalyst is C(Cl)Cl.CN(C)C=O. The product is [Cl:1][C:2]1[CH:3]=[C:4]([C@@H:12]([CH2:16][CH:17]2[CH2:21][CH2:20][CH2:19][CH2:18]2)[C:13]([NH:40][C:37]2[CH:36]=[N:35][C:34]([C:30]([O:32][CH3:33])([O:29][CH3:28])[CH3:31])=[CH:39][N:38]=2)=[O:15])[CH:5]=[CH:6][C:7]=1[S:8]([CH3:11])(=[O:9])=[O:10]. The yield is 0.520. (5) The reactants are [C:1](Cl)(=[O:3])[CH3:2].[Br:5][CH:6]([CH2:11][OH:12])[C:7]([O:9][CH3:10])=[O:8].C(N(CC)CC)C. The catalyst is CCOCC. The product is [C:1]([O:12][CH2:11][CH:6]([Br:5])[C:7]([O:9][CH3:10])=[O:8])(=[O:3])[CH3:2]. The yield is 0.630. (6) The reactants are [Br:1][C:2]1[CH:3]=[C:4]2[C:9](=[CH:10][CH:11]=1)[N:8]=C(C)[CH:6]=[CH:5]2.[Se](=O)=O.O.[C:17]1(C)C=CC(S(O)(=O)=O)=CC=1.[OH-].[Na+].[C:30]([O:33][CH2:34]C)(=[O:32])[CH3:31]. The catalyst is O1CCOCC1.CO. The product is [Br:1][C:2]1[CH:3]=[C:4]2[C:9](=[CH:10][CH:11]=1)[N:8]=[C:31]([CH:30]([O:32][CH3:17])[O:33][CH3:34])[CH:6]=[CH:5]2. The yield is 0.900.